From a dataset of NCI-60 drug combinations with 297,098 pairs across 59 cell lines. Regression. Given two drug SMILES strings and cell line genomic features, predict the synergy score measuring deviation from expected non-interaction effect. (1) Drug 1: CC1=C(C=C(C=C1)NC(=O)C2=CC=C(C=C2)CN3CCN(CC3)C)NC4=NC=CC(=N4)C5=CN=CC=C5. Drug 2: CC1=C2C(C(=O)C3(C(CC4C(C3C(C(C2(C)C)(CC1OC(=O)C(C(C5=CC=CC=C5)NC(=O)OC(C)(C)C)O)O)OC(=O)C6=CC=CC=C6)(CO4)OC(=O)C)O)C)O. Cell line: SK-MEL-28. Synergy scores: CSS=4.32, Synergy_ZIP=11.2, Synergy_Bliss=15.2, Synergy_Loewe=1.40, Synergy_HSA=0.936. (2) Drug 1: CCCS(=O)(=O)NC1=C(C(=C(C=C1)F)C(=O)C2=CNC3=C2C=C(C=N3)C4=CC=C(C=C4)Cl)F. Drug 2: CC(C1=C(C=CC(=C1Cl)F)Cl)OC2=C(N=CC(=C2)C3=CN(N=C3)C4CCNCC4)N. Cell line: SK-MEL-28. Synergy scores: CSS=40.3, Synergy_ZIP=6.86, Synergy_Bliss=7.70, Synergy_Loewe=-2.79, Synergy_HSA=4.61. (3) Drug 1: CCC(=C(C1=CC=CC=C1)C2=CC=C(C=C2)OCCN(C)C)C3=CC=CC=C3.C(C(=O)O)C(CC(=O)O)(C(=O)O)O. Drug 2: CCN(CC)CCCC(C)NC1=C2C=C(C=CC2=NC3=C1C=CC(=C3)Cl)OC. Cell line: HT29. Synergy scores: CSS=20.6, Synergy_ZIP=-0.464, Synergy_Bliss=2.56, Synergy_Loewe=-24.3, Synergy_HSA=0.294. (4) Synergy scores: CSS=8.31, Synergy_ZIP=-2.55, Synergy_Bliss=-0.405, Synergy_Loewe=0.655, Synergy_HSA=0.658. Cell line: MDA-MB-231. Drug 2: C1CC(=O)NC(=O)C1N2CC3=C(C2=O)C=CC=C3N. Drug 1: CC12CCC(CC1=CCC3C2CCC4(C3CC=C4C5=CN=CC=C5)C)O. (5) Drug 1: C1=CC(=C2C(=C1NCCNCCO)C(=O)C3=C(C=CC(=C3C2=O)O)O)NCCNCCO. Drug 2: COC1=C2C(=CC3=C1OC=C3)C=CC(=O)O2. Cell line: SNB-75. Synergy scores: CSS=59.8, Synergy_ZIP=6.36, Synergy_Bliss=7.33, Synergy_Loewe=-38.9, Synergy_HSA=7.29. (6) Drug 1: C1=NC2=C(N1)C(=S)N=CN2. Drug 2: CC(C)NC(=O)C1=CC=C(C=C1)CNNC.Cl. Cell line: NCI-H322M. Synergy scores: CSS=26.4, Synergy_ZIP=0.520, Synergy_Bliss=0.419, Synergy_Loewe=-26.9, Synergy_HSA=-0.394.